Task: Predict the reaction yield, written as a fraction of the theoretical maximum amount of product (1.0 means a 100% yield; for example, 0.34 means a 34% yield).. Dataset: Reaction yield outcomes from USPTO patents with 853,638 reactions (1) The reactants are C(NC(C)C)(C)C.C([Li])CCC.[CH3:13][CH2:14][CH2:15][CH2:16][CH2:17][CH3:18].C(C1OC(=O)CCC1)CCC.[C:30]1([Se:36]Cl)[CH:35]=[CH:34][CH:33]=[CH:32][CH:31]=1.[Cl-].[NH4+]. The catalyst is O1CCCC1. The product is [C:15]1([Se:36][C:30]2[CH:35]=[CH:34][CH:33]=[CH:32][CH:31]=2)[CH:14]=[CH:13][CH:18]=[CH:17][CH:16]=1. The yield is 0.420. (2) The yield is 0.500. The catalyst is CN(C)C1C=CN=CC=1.ClC1C=CC=CC=1Cl. The reactants are Cl[C:2]1[C:11]2[C:6](=[CH:7][C:8]([O:14][CH3:15])=[C:9]([O:12][CH3:13])[CH:10]=2)[N:5]=[CH:4][N:3]=1.[CH3:16][C:17]([C:19]1[CH:24]=[C:23]([O:25][CH3:26])[CH:22]=[CH:21][C:20]=1[OH:27])=[O:18]. The product is [CH3:13][O:12][C:9]1[CH:10]=[C:11]2[C:6](=[CH:7][C:8]=1[O:14][CH3:15])[N:5]=[CH:4][N:3]=[C:2]2[O:27][C:20]1[CH:21]=[CH:22][C:23]([O:25][CH3:26])=[CH:24][C:19]=1[C:17](=[O:18])[CH3:16]. (3) The reactants are C1(P(C2C=CC=CC=2)C2C=CC=CC=2)C=CC=CC=1.BrN1C(=O)CCC1=O.[CH:28]1([CH2:33][CH:34]([C:38]2[CH:43]=[CH:42][C:41]([S:44]([C:47]([F:50])([F:49])[F:48])(=[O:46])=[O:45])=[CH:40][CH:39]=2)[C:35](O)=[O:36])[CH2:32][CH2:31][CH2:30][CH2:29]1.[NH2:51][C:52]1[CH:57]=[CH:56][C:55]([Br:58])=[CH:54][N:53]=1. The catalyst is C(Cl)Cl. The product is [Br:58][C:55]1[CH:56]=[CH:57][C:52]([NH:51][C:35](=[O:36])[CH:34]([C:38]2[CH:39]=[CH:40][C:41]([S:44]([C:47]([F:49])([F:50])[F:48])(=[O:46])=[O:45])=[CH:42][CH:43]=2)[CH2:33][CH:28]2[CH2:29][CH2:30][CH2:31][CH2:32]2)=[N:53][CH:54]=1. The yield is 0.630.